This data is from Full USPTO retrosynthesis dataset with 1.9M reactions from patents (1976-2016). The task is: Predict the reactants needed to synthesize the given product. (1) Given the product [Cl:1][C:2]1[C:10]2[C:5](=[N:6][CH:7]=[C:8]([CH2:11][NH2:12])[N:9]=2)[N:4]([S:20]([C:23]2[CH:29]=[CH:28][C:26]([CH3:27])=[CH:25][CH:24]=2)(=[O:22])=[O:21])[CH:3]=1, predict the reactants needed to synthesize it. The reactants are: [Cl:1][C:2]1[C:10]2[C:5](=[N:6][CH:7]=[C:8]([CH2:11][NH:12]C(=O)OC(C)(C)C)[N:9]=2)[N:4]([S:20]([C:23]2[CH:29]=[CH:28][C:26]([CH3:27])=[CH:25][CH:24]=2)(=[O:22])=[O:21])[CH:3]=1.C(O)(C(F)(F)F)=O. (2) Given the product [Cl:1][C:2]1[N:7]=[C:6]([C:8]2[NH:9][C:13](=[O:15])[NH:11][N:12]=2)[CH:5]=[C:4]([CH3:10])[CH:3]=1, predict the reactants needed to synthesize it. The reactants are: [Cl:1][C:2]1[N:7]=[C:6]([C:8]#[N:9])[CH:5]=[C:4]([CH3:10])[CH:3]=1.[NH:11]([C:13]([O:15]CC)=O)[NH2:12]. (3) Given the product [Cl:32][C:26]1[CH:27]=[N:28][CH:29]=[C:30]([Cl:31])[C:25]=1[NH:24][C:18]1[C:17]2[C:22](=[C:13]([O:12][CH2:11][CH2:10][CH2:9][N:5]3[CH2:6][CH2:7][N:2]([CH3:1])[CH2:3][CH2:4]3)[C:14]([O:33][CH3:34])=[CH:15][CH:16]=2)[NH:21][C:20](=[O:23])[CH:19]=1, predict the reactants needed to synthesize it. The reactants are: [CH3:1][N:2]1[CH2:7][CH2:6][NH:5][CH2:4][CH2:3]1.Br[CH2:9][CH2:10][CH2:11][O:12][C:13]1[C:14]([O:33][CH3:34])=[CH:15][CH:16]=[C:17]2[C:22]=1[NH:21][C:20](=[O:23])[CH:19]=[C:18]2[NH:24][C:25]1[C:30]([Cl:31])=[CH:29][N:28]=[CH:27][C:26]=1[Cl:32]. (4) Given the product [CH2:14]([O:16][CH2:17][O:13][CH:1]1[CH2:12][CH2:11][CH2:10][CH:9]=[CH:8][CH2:7][CH2:6][CH:5]=[CH:4][CH2:3][CH2:2]1)[CH3:15], predict the reactants needed to synthesize it. The reactants are: [CH:1]1([OH:13])[CH2:12][CH2:11][CH2:10][CH:9]=[CH:8][CH2:7][CH2:6][CH:5]=[CH:4][CH2:3][CH2:2]1.[CH2:14]([O:16][CH2:17]OCC)[CH3:15].[Br-].[Li+].O.C1(C)C(S(O)(=O)=O)=CC=CC=1.